This data is from Catalyst prediction with 721,799 reactions and 888 catalyst types from USPTO. The task is: Predict which catalyst facilitates the given reaction. Reactant: Cl[S:2]([N:5]=[C:6]=[O:7])(=[O:4])=[O:3].[CH3:8][C:9]([OH:12])([CH3:11])[CH3:10].[CH3:13][O:14][C:15]1[CH:16]=[C:17]2[C:22](=[C:23]3[CH2:27][C:26]([CH3:29])([CH3:28])[O:25][C:24]=13)[C:21]([C:30]1[CH:31]=[C:32]([NH2:36])[CH:33]=[CH:34][CH:35]=1)=[N:20][C:19]([CH3:38])([CH3:37])[CH2:18]2.C(N(CC)CC)C. Product: [CH3:8][C:9]([O:12][C:6](=[O:7])[NH:5][S:2]([NH:36][C:32]1[CH:33]=[CH:34][CH:35]=[C:30]([C:21]2[C:22]3[C:17](=[CH:16][C:15]([O:14][CH3:13])=[C:24]4[O:25][C:26]([CH3:28])([CH3:29])[CH2:27][C:23]4=3)[CH2:18][C:19]([CH3:38])([CH3:37])[N:20]=2)[CH:31]=1)(=[O:4])=[O:3])([CH3:11])[CH3:10]. The catalyst class is: 7.